This data is from Peptide-MHC class I binding affinity with 185,985 pairs from IEDB/IMGT. The task is: Regression. Given a peptide amino acid sequence and an MHC pseudo amino acid sequence, predict their binding affinity value. This is MHC class I binding data. (1) The peptide sequence is TEHSWNADL. The MHC is HLA-B40:02 with pseudo-sequence HLA-B40:02. The binding affinity (normalized) is 0.549. (2) The peptide sequence is LTFLHTLYK. The MHC is HLA-A01:01 with pseudo-sequence HLA-A01:01. The binding affinity (normalized) is 0.0847. (3) The peptide sequence is TESDAIRTL. The MHC is HLA-A02:03 with pseudo-sequence HLA-A02:03. The binding affinity (normalized) is 0.0847. (4) The peptide sequence is RFPLCFGW. The MHC is HLA-B15:01 with pseudo-sequence HLA-B15:01. The binding affinity (normalized) is 0. (5) The peptide sequence is VLFVVTLIPL. The MHC is HLA-A02:01 with pseudo-sequence HLA-A02:01. The binding affinity (normalized) is 0.626.